Dataset: Catalyst prediction with 721,799 reactions and 888 catalyst types from USPTO. Task: Predict which catalyst facilitates the given reaction. (1) Reactant: [OH-].[Na+].[C:3]([C:5]1[CH:10]=[C:9]([O:11][C:12]2[CH:17]=[CH:16][C:15]([N:18](C)[C:19](=O)C(F)(F)F)=[C:14]([N+:26]([O-:28])=[O:27])[CH:13]=2)[CH:8]=[CH:7][N:6]=1)#[N:4]. Product: [CH3:19][NH:18][C:15]1[CH:16]=[CH:17][C:12]([O:11][C:9]2[CH:8]=[CH:7][N:6]=[C:5]([C:3]#[N:4])[CH:10]=2)=[CH:13][C:14]=1[N+:26]([O-:28])=[O:27]. The catalyst class is: 40. (2) Reactant: [Br:1][C:2]1[C:3]([F:9])=[C:4]([CH:6]=[CH:7][CH:8]=1)[NH2:5].CCN(C(C)C)C(C)C.[CH3:19][S:20](Cl)(=[O:22])=[O:21]. Product: [Br:1][C:2]1[C:3]([F:9])=[C:4]([N:5]([S:20]([CH3:19])(=[O:22])=[O:21])[S:20]([CH3:19])(=[O:22])=[O:21])[CH:6]=[CH:7][CH:8]=1. The catalyst class is: 2. (3) Reactant: [C:1]1([CH:7]2[NH:12][CH2:11][CH2:10][N:9]([CH2:13][C:14]3[CH:19]=[CH:18][C:17]([C:20]4[CH:25]=[C:24]([CH3:26])[CH:23]=[CH:22][C:21]=4[Cl:27])=[CH:16][CH:15]=3)[CH2:8]2)[CH:6]=[CH:5][CH:4]=[CH:3][CH:2]=1.[C:28](Cl)(=[O:30])[CH3:29].C(N(CC)C(C)C)(C)C. Product: [C:1]1([CH:7]2[CH2:8][N:9]([CH2:13][C:14]3[CH:19]=[CH:18][C:17]([C:20]4[CH:25]=[C:24]([CH3:26])[CH:23]=[CH:22][C:21]=4[Cl:27])=[CH:16][CH:15]=3)[CH2:10][CH2:11][N:12]2[C:28](=[O:30])[CH3:29])[CH:2]=[CH:3][CH:4]=[CH:5][CH:6]=1. The catalyst class is: 1.